Dataset: Catalyst prediction with 721,799 reactions and 888 catalyst types from USPTO. Task: Predict which catalyst facilitates the given reaction. (1) Reactant: [CH3:1][C:2]([CH3:26])([CH3:25])[CH2:3][C:4]([N:6]([CH2:16][C:17]1[CH:22]=[CH:21][CH:20]=[C:19]([O:23][CH3:24])[CH:18]=1)[C@@H:7]1[CH2:11][NH:10][C@H:9]([C:12]([O:14][CH3:15])=[O:13])[CH2:8]1)=[O:5].[CH:27]1[C:32]([CH:33]=O)=[CH:31][C:30]2[O:35][CH2:36][O:37][C:29]=2[CH:28]=1.C(O)(=O)C.C([BH3-])#N.[Na+]. Product: [O:37]1[C:29]2[CH:28]=[CH:27][C:32]([CH2:33][N:10]3[CH2:11][C@@H:7]([N:6]([C:4](=[O:5])[CH2:3][C:2]([CH3:26])([CH3:25])[CH3:1])[CH2:16][C:17]4[CH:22]=[CH:21][CH:20]=[C:19]([O:23][CH3:24])[CH:18]=4)[CH2:8][C@H:9]3[C:12]([O:14][CH3:15])=[O:13])=[CH:31][C:30]=2[O:35][CH2:36]1. The catalyst class is: 7. (2) Reactant: C(N(CC)CC)C.[C:8]([O:12][C:13](=[O:19])[C@H:14]([CH:16]([CH3:18])[CH3:17])[NH2:15])([CH3:11])([CH3:10])[CH3:9].[CH3:20][O:21][CH2:22][CH2:23][O:24][CH2:25][C:26](O)=[O:27].C(OP(C#N)(=O)OCC)C. Product: [C:8]([O:12][C:13](=[O:19])[C@H:14]([CH:16]([CH3:17])[CH3:18])[NH:15][C:26](=[O:27])[CH2:25][O:24][CH2:23][CH2:22][O:21][CH3:20])([CH3:11])([CH3:10])[CH3:9]. The catalyst class is: 85. (3) Reactant: [OH:1][C:2]1[CH:9]=[CH:8][C:5]([CH:6]=[O:7])=[CH:4][CH:3]=1.Br[CH2:11][CH2:12][CH2:13][CH2:14][CH2:15][CH2:16][CH2:17][CH2:18][CH2:19][CH2:20][CH2:21][CH3:22].C([O-])([O-])=O.[K+].[K+].CN(C=O)C. Product: [CH2:22]([O:1][C:2]1[CH:9]=[CH:8][C:5]([CH:6]=[O:7])=[CH:4][CH:3]=1)[CH2:21][CH2:20][CH2:19][CH2:18][CH2:17][CH2:16][CH2:15][CH2:14][CH2:13][CH2:12][CH3:11]. The catalyst class is: 223.